From a dataset of Forward reaction prediction with 1.9M reactions from USPTO patents (1976-2016). Predict the product of the given reaction. (1) Given the reactants Cl[C:2]1[CH:19]=[CH:18][C:5]([C:6]([C:8]2[CH:17]=[CH:16][CH:15]=[CH:14][C:9]=2[C:10]([O:12][CH3:13])=[O:11])=[O:7])=[CH:4][C:3]=1[N+:20]([O-:22])=[O:21].[NH:23]1[CH2:28][CH2:27][NH:26][CH2:25][CH2:24]1, predict the reaction product. The product is: [N+:20]([C:3]1[CH:4]=[C:5]([CH:18]=[CH:19][C:2]=1[N:23]1[CH2:28][CH2:27][NH:26][CH2:25][CH2:24]1)[C:6]([C:8]1[CH:17]=[CH:16][CH:15]=[CH:14][C:9]=1[C:10]([O:12][CH3:13])=[O:11])=[O:7])([O-:22])=[O:21]. (2) Given the reactants [OH:1][C:2]1[CH:7]=[CH:6][C:5]([C:8]2[CH:13]=[CH:12][C:11]([CH:14]([CH3:19])[C:15]([O:17]C)=[O:16])=[CH:10][C:9]=2[CH3:20])=[CH:4][CH:3]=1.Br[CH2:22][C:23]1[C:28]([C:29]([O:31][C:32]([CH3:35])([CH3:34])[CH3:33])=[O:30])=[C:27]([O:36]C(OC(C)(C)C)=O)[C:26]([C:44]([F:47])([F:46])[F:45])=[CH:25][CH:24]=1, predict the reaction product. The product is: [C:32]([O:31][C:29]([C:28]1[C:27]([OH:36])=[C:26]([C:44]([F:46])([F:47])[F:45])[CH:25]=[CH:24][C:23]=1[CH2:22][O:1][C:2]1[CH:3]=[CH:4][C:5]([C:8]2[CH:13]=[CH:12][C:11]([CH:14]([CH3:19])[C:15]([OH:17])=[O:16])=[CH:10][C:9]=2[CH3:20])=[CH:6][CH:7]=1)=[O:30])([CH3:35])([CH3:33])[CH3:34]. (3) The product is: [F:21][C:20]([F:22])([F:23])[O:19][C:16]1[CH:17]=[CH:18][C:13]([C:7]2[S:8][C:4]([C:1](=[O:3])[CH3:2])=[CH:5][CH:6]=2)=[CH:14][CH:15]=1. Given the reactants [C:1]([C:4]1[S:8][C:7](B(O)O)=[CH:6][CH:5]=1)(=[O:3])[CH3:2].Br[C:13]1[CH:18]=[CH:17][C:16]([O:19][C:20]([F:23])([F:22])[F:21])=[CH:15][CH:14]=1, predict the reaction product. (4) Given the reactants [OH:1][C:2]1([CH3:25])[C:6]2[N:7]=[CH:8][N:9]=[C:10]([N:11]3[CH2:16][CH2:15][N:14](C(OC(C)(C)C)=O)[CH2:13][CH2:12]3)[C:5]=2[C@H:4]([CH3:24])[CH2:3]1.[ClH:26].O1CCOCC1, predict the reaction product. The product is: [ClH:26].[ClH:26].[CH3:24][C@H:4]1[C:5]2[C:10]([N:11]3[CH2:12][CH2:13][NH:14][CH2:15][CH2:16]3)=[N:9][CH:8]=[N:7][C:6]=2[C:2]([CH3:25])([OH:1])[CH2:3]1. (5) Given the reactants C(Cl)(=O)C(Cl)=O.CS(C)=O.[S:11]1[CH:15]=[CH:14][CH:13]=[C:12]1[C:16]1([CH2:21][OH:22])[CH2:19][CH2:18][CH:17]1[CH3:20].CCN(CC)CC.C([O-])(O)=O.[Na+], predict the reaction product. The product is: [S:11]1[CH:15]=[CH:14][CH:13]=[C:12]1[C:16]1([CH:21]=[O:22])[CH2:19][CH2:18][CH:17]1[CH3:20]. (6) Given the reactants Cl[C:2]1[N:7]=[C:6]([C:8]2[CH:13]=[CH:12][C:11]([F:14])=[C:10]([Cl:15])[CH:9]=2)[CH:5]=[C:4]([N:16]2[CH2:21][CH2:20][N:19]([C:22]3[C:27]([C:28]([F:31])([F:30])[F:29])=[CH:26][CH:25]=[CH:24][N:23]=3)[CH2:18][CH2:17]2)[N:3]=1.[CH2:32]([NH:34][CH2:35][CH3:36])[CH3:33], predict the reaction product. The product is: [Cl:15][C:10]1[CH:9]=[C:8]([C:6]2[CH:5]=[C:4]([N:16]3[CH2:17][CH2:18][N:19]([C:22]4[C:27]([C:28]([F:29])([F:31])[F:30])=[CH:26][CH:25]=[CH:24][N:23]=4)[CH2:20][CH2:21]3)[N:3]=[C:2]([N:34]([CH2:35][CH3:36])[CH2:32][CH3:33])[N:7]=2)[CH:13]=[CH:12][C:11]=1[F:14]. (7) Given the reactants P(Br)(Br)[Br:2].[Br:5][C:6]1[CH:7]=[N:8][C:9]2[C:14]([C:15]=1O)=[N:13][C:12]([O:17][CH3:18])=[CH:11][CH:10]=2.C(=O)([O-])[O-].[Na+].[Na+], predict the reaction product. The product is: [Br:5][C:6]1[C:15]([Br:2])=[C:14]2[C:9]([CH:10]=[CH:11][C:12]([O:17][CH3:18])=[N:13]2)=[N:8][CH:7]=1. (8) Given the reactants [C:1]([O:5][C:6]([N:8]1[CH2:12][CH:11]([CH:13]=O)[CH:10]([CH2:15][C:16]2[CH:21]=[C:20]([F:22])[CH:19]=[C:18]([F:23])[CH:17]=2)[CH2:9]1)=[O:7])([CH3:4])([CH3:3])[CH3:2].[CH3:24][C:25]([O:28][C:29]([CH2:31][CH2:32][CH2:33][NH2:34])=[O:30])([CH3:27])[CH3:26].Cl.CCN(CC)CC.[BH-](OC(C)=O)(OC(C)=O)OC(C)=O.[Na+].CC(O)=O, predict the reaction product. The product is: [C:1]([O:5][C:6]([N:8]1[CH2:9][CH:10]([CH2:15][C:16]2[CH:17]=[C:18]([F:23])[CH:19]=[C:20]([F:22])[CH:21]=2)[CH:11]([CH2:13][NH:34][CH2:33][CH2:32][CH2:31][C:29]([O:28][C:25]([CH3:24])([CH3:26])[CH3:27])=[O:30])[CH2:12]1)=[O:7])([CH3:4])([CH3:2])[CH3:3]. (9) Given the reactants [NH:1]1[CH2:6][CH2:5][NH:4][CH2:3][CH2:2]1.Cl[CH2:8][Si:9]([CH3:14])([CH3:13])[O:10][CH2:11][CH3:12].[SiH4], predict the reaction product. The product is: [CH2:11]([O:10][Si:9]([CH2:14][N:1]1[CH2:6][CH2:5][NH:4][CH2:3][CH2:2]1)([CH3:13])[CH3:8])[CH3:12].